Dataset: Forward reaction prediction with 1.9M reactions from USPTO patents (1976-2016). Task: Predict the product of the given reaction. Given the reactants [CH2:1]([NH:3][CH:4](O)[CH3:5])[CH3:2].C(O)=O.[Br:10][C:11]1[CH:20]=[CH:19][C:14]([C:15](=[O:18])[CH2:16]Br)=[CH:13][CH:12]=1.C(OCC)(=O)C, predict the reaction product. The product is: [Br:10][C:11]1[CH:20]=[CH:19][C:14]([CH:15]2[O:18][CH2:2][CH2:1][N:3]([CH2:4][CH3:5])[CH2:16]2)=[CH:13][CH:12]=1.